The task is: Regression. Given a peptide amino acid sequence and an MHC pseudo amino acid sequence, predict their binding affinity value. This is MHC class I binding data.. This data is from Peptide-MHC class I binding affinity with 185,985 pairs from IEDB/IMGT. (1) The peptide sequence is RKLGWWLKL. The MHC is HLA-A69:01 with pseudo-sequence HLA-A69:01. The binding affinity (normalized) is 0.0847. (2) The peptide sequence is YLDDPDLKY. The MHC is HLA-B15:01 with pseudo-sequence HLA-B15:01. The binding affinity (normalized) is 0.438. (3) The peptide sequence is RQMPTAFEF. The binding affinity (normalized) is 0.865. The MHC is Mamu-B52 with pseudo-sequence Mamu-B52.